Dataset: Full USPTO retrosynthesis dataset with 1.9M reactions from patents (1976-2016). Task: Predict the reactants needed to synthesize the given product. (1) Given the product [C:35]1([C:33]([O:32][CH2:31][O:30][P:17]([NH:16][C:14]([N:12]([CH2:8][C:9]([OH:11])=[O:10])[CH3:13])=[NH:15])([O:19][CH2:20][O:21][C:22]([C:24]2[CH:25]=[CH:26][CH:27]=[CH:28][CH:29]=2)=[O:23])=[O:18])=[O:34])[CH:36]=[CH:37][CH:38]=[CH:39][CH:40]=1, predict the reactants needed to synthesize it. The reactants are: C([CH:8]([N:12]([C:14]([NH:16][P:17]([O:30][CH2:31][O:32][C:33]([C:35]1[CH:40]=[CH:39][CH:38]=[CH:37][CH:36]=1)=[O:34])([O:19][CH2:20][O:21][C:22]([C:24]1[CH:29]=[CH:28][CH:27]=[CH:26][CH:25]=1)=[O:23])=[O:18])=[NH:15])[CH3:13])[C:9]([O-:11])=[O:10])C1C=CC=CC=1.CO.[H][H].N#N. (2) Given the product [Cl:1][C:2]1[CH:7]=[CH:6][CH:5]=[CH:4][C:3]=1[C:8]1[C:9]([C:18]2[CH:19]=[CH:20][C:21]([Cl:24])=[CH:22][CH:23]=2)=[CH:10][C:11]2[N:12]([C:14](=[O:17])[N:15]([CH2:28][CH2:27][C:26]([F:31])([F:30])[F:25])[N:16]=2)[N:13]=1, predict the reactants needed to synthesize it. The reactants are: [Cl:1][C:2]1[CH:7]=[CH:6][CH:5]=[CH:4][C:3]=1[C:8]1[C:9]([C:18]2[CH:23]=[CH:22][C:21]([Cl:24])=[CH:20][CH:19]=2)=[CH:10][C:11]2[N:12]([C:14](=[O:17])[NH:15][N:16]=2)[N:13]=1.[F:25][C:26]([F:31])([F:30])[CH2:27][CH2:28]I.C([O-])([O-])=O.[K+].[K+].